From a dataset of NCI-60 drug combinations with 297,098 pairs across 59 cell lines. Regression. Given two drug SMILES strings and cell line genomic features, predict the synergy score measuring deviation from expected non-interaction effect. Drug 1: CC1=C(N=C(N=C1N)C(CC(=O)N)NCC(C(=O)N)N)C(=O)NC(C(C2=CN=CN2)OC3C(C(C(C(O3)CO)O)O)OC4C(C(C(C(O4)CO)O)OC(=O)N)O)C(=O)NC(C)C(C(C)C(=O)NC(C(C)O)C(=O)NCCC5=NC(=CS5)C6=NC(=CS6)C(=O)NCCC[S+](C)C)O. Drug 2: C1=NC2=C(N1)C(=S)N=CN2. Cell line: OVCAR-5. Synergy scores: CSS=34.3, Synergy_ZIP=-10.00, Synergy_Bliss=-1.30, Synergy_Loewe=0.286, Synergy_HSA=2.40.